From a dataset of hERG Central: cardiac toxicity at 1µM, 10µM, and general inhibition. Predict hERG channel inhibition at various concentrations. The molecule is OCC1(Cc2ccc(Cl)cc2)CCN(CCCc2ccccc2)CC1. Results: hERG_inhib (hERG inhibition (general)): blocker.